Dataset: Full USPTO retrosynthesis dataset with 1.9M reactions from patents (1976-2016). Task: Predict the reactants needed to synthesize the given product. (1) Given the product [C:1]1([CH:7]([CH:10]2[C:19]3[C:14](=[CH:15][C:16]([O:22][CH3:23])=[C:17]([O:20][CH3:21])[CH:18]=3)[CH2:13][CH2:12][N:11]2[CH2:25][C:26]([NH:36][CH2:29][C:30]2[CH:35]=[CH:34][CH:33]=[CH:32][CH:31]=2)=[O:27])[CH2:8][CH3:9])[CH:6]=[CH:5][CH:4]=[CH:3][CH:2]=1, predict the reactants needed to synthesize it. The reactants are: [C:1]1([CH:7]([CH:10]2[C:19]3[C:14](=[CH:15][C:16]([O:22][CH3:23])=[C:17]([O:20][CH3:21])[CH:18]=3)[CH2:13][CH2:12][NH:11]2)[CH2:8][CH3:9])[CH:6]=[CH:5][CH:4]=[CH:3][CH:2]=1.Br[CH2:25][C:26](Br)=[O:27].[CH2:29]([NH2:36])[C:30]1[CH:35]=[CH:34][CH:33]=[CH:32][CH:31]=1. (2) Given the product [CH:1]1([C:4]2[CH:5]=[CH:6][C:7]([C:18]([NH:21][C:22]3([CH2:35][C:36]([O:38][CH3:39])=[O:37])[CH2:23][CH2:24][N:25]([C:28]([O:30][C:31]([CH3:32])([CH3:33])[CH3:34])=[O:29])[CH2:26][CH2:27]3)=[O:20])=[N:8][C:9]=2[CH2:10][C:11]2[CH:12]=[CH:13][C:14]([F:17])=[CH:15][CH:16]=2)[CH2:2][CH2:3]1, predict the reactants needed to synthesize it. The reactants are: [CH:1]1([C:4]2[CH:5]=[CH:6][C:7]([C:18]([OH:20])=O)=[N:8][C:9]=2[CH2:10][C:11]2[CH:16]=[CH:15][C:14]([F:17])=[CH:13][CH:12]=2)[CH2:3][CH2:2]1.[NH2:21][C:22]1([CH2:35][C:36]([O:38][CH3:39])=[O:37])[CH2:27][CH2:26][N:25]([C:28]([O:30][C:31]([CH3:34])([CH3:33])[CH3:32])=[O:29])[CH2:24][CH2:23]1.CN(C(ON1N=NC2C=CC=CC1=2)=[N+](C)C)C.[B-](F)(F)(F)F.CCN(C(C)C)C(C)C. (3) Given the product [NH:18]1[C:22]2=[N:23][CH:24]=[CH:25][CH:26]=[C:21]2[C:20]([C:27]2[CH:32]=[CH:31][N:30]=[C:29]([NH:7][C@H:6]3[CH2:5][CH2:4][C@H:3]([NH2:8])[CH2:2][CH2:1]3)[N:28]=2)=[CH:19]1, predict the reactants needed to synthesize it. The reactants are: [CH2:1]1[CH:6]([NH2:7])[CH2:5][CH2:4][CH:3]([NH2:8])[CH2:2]1.C1(S([N:18]2[C:22]3=[N:23][CH:24]=[CH:25][CH:26]=[C:21]3[C:20]([C:27]3[CH:32]=[CH:31][N:30]=[C:29](Cl)[N:28]=3)=[CH:19]2)(=O)=O)C=CC=CC=1. (4) Given the product [Cl:17][C:18]1[N:23]=[C:22]([NH:11][C:7]2[CH:6]=[C:5]3[C:10]([C:2]([CH3:1])=[N:3][NH:4]3)=[CH:9][CH:8]=2)[CH:21]=[CH:20][N:19]=1, predict the reactants needed to synthesize it. The reactants are: [CH3:1][C:2]1[C:10]2[C:5](=[CH:6][C:7]([NH2:11])=[CH:8][CH:9]=2)[NH:4][N:3]=1.C([O-])(O)=O.[Na+].[Cl:17][C:18]1[N:23]=[C:22](Cl)[CH:21]=[CH:20][N:19]=1. (5) Given the product [ClH:28].[NH2:7][C@@H:8]1[C:9](=[O:26])[NH:10][C:11]2[CH:25]=[CH:24][CH:23]=[CH:22][C:12]=2[N:13]([CH2:15][CH2:16][CH2:17][C:18]([F:21])([F:20])[F:19])[CH2:14]1, predict the reactants needed to synthesize it. The reactants are: C(OC(=O)[NH:7][C@H:8]1[CH2:14][N:13]([CH2:15][CH2:16][CH2:17][C:18]([F:21])([F:20])[F:19])[C:12]2[CH:22]=[CH:23][CH:24]=[CH:25][C:11]=2[NH:10][C:9]1=[O:26])(C)(C)C.[ClH:28]. (6) Given the product [F:1][C:2]1[CH:7]=[C:6]2[N:8]=[CH:33][N:11]([C:12]3[CH:16]=[C:15]([CH3:17])[NH:14][N:13]=3)[C:5]2=[N:4][C:3]=1[NH:18][C@H:19]([C:21]1[N:26]=[CH:25][C:24]([F:27])=[CH:23][N:22]=1)[CH3:20], predict the reactants needed to synthesize it. The reactants are: [F:1][C:2]1[C:3]([NH:18][C@H:19]([C:21]2[N:26]=[CH:25][C:24]([F:27])=[CH:23][N:22]=2)[CH3:20])=[N:4][C:5]([NH:11][C:12]2[CH:16]=[C:15]([CH3:17])[NH:14][N:13]=2)=[C:6]([N+:8]([O-])=O)[CH:7]=1.O.O.Cl[Sn]Cl.[CH:33](OCC)(OCC)OCC. (7) Given the product [CH2:14]([O:13][C:11](=[O:12])[CH2:10][O:9][C:8]1[C:7]([C:24]2[CH:29]=[CH:28][CH:27]=[CH:26][CH:25]=2)=[CH:6][C:5]([OH:4])=[CH:17][C:16]=1[C:18]1[CH:19]=[CH:20][CH:21]=[CH:22][CH:23]=1)[CH3:15], predict the reactants needed to synthesize it. The reactants are: C([O:4][C:5]1[CH:17]=[C:16]([C:18]2[CH:23]=[CH:22][CH:21]=[CH:20][CH:19]=2)[C:8]([O:9][CH2:10][C:11]([O:13][CH2:14][CH3:15])=[O:12])=[C:7]([C:24]2[CH:29]=[CH:28][CH:27]=[CH:26][CH:25]=2)[CH:6]=1)(=O)C.C1(C)C=CC(S(O)(=O)=O)=CC=1. (8) The reactants are: Cl.Cl.[NH:3]1[CH2:8][CH2:7][CH:6]([CH2:9][CH2:10][CH2:11][N:12]2[C:20]3[N:15]4[C:16](=[N:21][CH:22]=[C:14]4[C:13]2=[O:23])[CH:17]=[CH:18][CH:19]=3)[CH2:5][CH2:4]1.C1CCN2C(=NCCC2)CC1.C(N(CC)CC)C.C1C=CC(N([S:49]([C:52]([F:55])([F:54])[F:53])(=[O:51])=[O:50])[S:49]([C:52]([F:55])([F:54])[F:53])(=[O:51])=[O:50])=CC=1. Given the product [F:53][C:52]([F:55])([F:54])[S:49]([N:3]1[CH2:8][CH2:7][CH:6]([CH2:9][CH2:10][CH2:11][N:12]2[C:20]3[N:15]4[C:16](=[N:21][CH:22]=[C:14]4[C:13]2=[O:23])[CH:17]=[CH:18][CH:19]=3)[CH2:5][CH2:4]1)(=[O:51])=[O:50], predict the reactants needed to synthesize it. (9) Given the product [CH2:88]([CH2:87][NH:86][C:84]1[C:83]([C:130]2[CH:131]=[CH:132][C:133]3[C:138](=[CH:137][CH:136]=[CH:135][CH:134]=3)[CH:129]=2)=[C:78]2[C:79](=[CH:80][CH:81]=1)[C:142](=[O:145])[CH2:76][CH2:77]2)[C:89]1[CH:94]=[CH:93][CH:92]=[CH:91][CH:90]=1, predict the reactants needed to synthesize it. The reactants are: CC(CCCCCCCCC(N[C@H]1[C@H](OC2C3O[C:92]4[CH:91]=[CH:90][C:89]([C@@H:88](O)[C@@H:87]5[NH:86][C:84](=O)[C@H:83](NC([C@@H]6NC([C@H]7NC(=O)[C@@H:87]([CH2:88][C:89]8[CH:90]=[CH:91][C:92](OC=2C=C6C=3)=[CH:93][CH:94]=8)[NH:86][C:84](=O)[C@H:83](NC)[C:78]2[CH:79]=[CH:80][C:81](O)=[C:76]([CH:77]=2)OC2C=C(O)C(Cl)=C7C=2)=O)=O)[C:78]2[CH:77]=[CH:76][C:81](O)=[C:80]([CH:79]=2)C2C(O[C@H]3O[C@H](CO)[C@@H](O)[C@H](O)[C@@H]3O)=CC(O)=CC=2[C@@H](C(NCCCN(C)C)=O)NC5=O)=[CH:94][C:93]=4Cl)O[C@H](C(O)=O)[C@@H](O)[C@@H]1O)=O)C.[CH:129]1[C:138]2[C:133](=[CH:134][CH:135]=[CH:136][CH:137]=2)[CH:132]=[CH:131][C:130]=1B(O)O.[C:142](=[O:145])([O-])[O-].[Na+].[Na+].